From a dataset of Catalyst prediction with 721,799 reactions and 888 catalyst types from USPTO. Predict which catalyst facilitates the given reaction. (1) Reactant: C[O:2][C:3]([C:5]1[CH:6]=[C:7]2[C:12](=[CH:13][CH:14]=1)[N:11]=[CH:10][N:9]=[C:8]2[Cl:15])=O.CC(C[AlH]CC(C)C)C. Product: [Cl:15][C:8]1[C:7]2[C:12](=[CH:13][CH:14]=[C:5]([CH2:3][OH:2])[CH:6]=2)[N:11]=[CH:10][N:9]=1. The catalyst class is: 1. (2) Reactant: [Br:1][C:2]1[CH:3]=[C:4]([N+:10]([O-:12])=[O:11])[C:5]([CH3:9])=[C:6](N)[CH:7]=1.[OH:13]S(O)(=O)=O.N([O-])=O.[Na+]. Product: [Br:1][C:2]1[CH:3]=[C:4]([N+:10]([O-:12])=[O:11])[C:5]([CH3:9])=[C:6]([OH:13])[CH:7]=1. The catalyst class is: 6. (3) Reactant: [CH:1]([C@@H:3]1[CH2:7][CH2:6][CH2:5][N:4]1[C:8]([O:10][C:11]([CH3:14])([CH3:13])[CH3:12])=[O:9])=O.C1C=CC(P(C2C=CC=CC=2)C2C=CC=CC=2)=CC=1.CC[N:36](C(C)C)[CH:37]([CH3:39])C.C[N:44](C=O)C. Product: [NH:44]1[CH:39]=[CH:37][N:36]=[C:1]1[C@@H:3]1[CH2:7][CH2:6][CH2:5][N:4]1[C:8]([O:10][C:11]([CH3:14])([CH3:13])[CH3:12])=[O:9]. The catalyst class is: 205. (4) Reactant: [C:1]([O:5][C:6]([N:8]1[CH2:13][CH2:12][O:11][C@H:10]([C:14](=[O:31])[C:15]2[CH:20]=[C:19]([F:21])[C:18]([O:22][CH2:23][C:24]3[CH:29]=[CH:28][CH:27]=[CH:26][CH:25]=3)=[CH:17][C:16]=2[F:30])[CH2:9]1)=[O:7])([CH3:4])([CH3:3])[CH3:2].[BH4-].[Na+].C(=O)(O)[O-].[Na+]. Product: [C:1]([O:5][C:6]([N:8]1[CH2:13][CH2:12][O:11][C@H:10]([CH:14]([C:15]2[CH:20]=[C:19]([F:21])[C:18]([O:22][CH2:23][C:24]3[CH:25]=[CH:26][CH:27]=[CH:28][CH:29]=3)=[CH:17][C:16]=2[F:30])[OH:31])[CH2:9]1)=[O:7])([CH3:4])([CH3:2])[CH3:3]. The catalyst class is: 5. (5) Reactant: CS([C:5]1[N:6]=[CH:7][C:8]2[CH2:14][N:13]([S:15]([CH3:18])(=[O:17])=[O:16])[CH2:12][CH2:11][C:9]=2[N:10]=1)(=O)=O.Cl.[NH:20]1[CH2:23][CH:22]([O:24][C:25]2[CH:34]=[CH:33][CH:32]=[C:31]3[C:26]=2[CH2:27][CH2:28][N:29]([C:35]2[N:40]=[CH:39][C:38]([CH2:41][CH3:42])=[CH:37][N:36]=2)[CH2:30]3)[CH2:21]1.C(N(C(C)C)C(C)C)C. Product: [CH2:41]([C:38]1[CH:37]=[N:36][C:35]([N:29]2[CH2:28][CH2:27][C:26]3[C:31](=[CH:32][CH:33]=[CH:34][C:25]=3[O:24][CH:22]3[CH2:23][N:20]([C:5]4[N:6]=[CH:7][C:8]5[CH2:14][N:13]([S:15]([CH3:18])(=[O:17])=[O:16])[CH2:12][CH2:11][C:9]=5[N:10]=4)[CH2:21]3)[CH2:30]2)=[N:40][CH:39]=1)[CH3:42]. The catalyst class is: 16. (6) Reactant: [CH3:1][N:2]1[C:11]2[C:6](=[CH:7][C:8]([C:18]#[N:19])=[C:9]([C:12]3[CH:13]=[N:14][N:15]([CH3:17])[CH:16]=3)[CH:10]=2)[N:5]([C:20]2[C:24]3[CH2:25][NH:26][CH2:27][CH2:28][C:23]=3[N:22]([CH:29]3[CH2:34][CH2:33][O:32][CH2:31][CH2:30]3)[N:21]=2)[CH2:4][CH2:3]1.C(N(CC)CC)C.[CH3:42][NH:43][C:44](N1C=CN=C1)=[O:45]. Product: [C:18]([C:8]1[CH:7]=[C:6]2[C:11]([N:2]([CH3:1])[CH2:3][CH2:4][N:5]2[C:20]2[C:24]3[CH2:25][N:26]([C:44]([NH:43][CH3:42])=[O:45])[CH2:27][CH2:28][C:23]=3[N:22]([CH:29]3[CH2:34][CH2:33][O:32][CH2:31][CH2:30]3)[N:21]=2)=[CH:10][C:9]=1[C:12]1[CH:13]=[N:14][N:15]([CH3:17])[CH:16]=1)#[N:19]. The catalyst class is: 2. (7) Reactant: [Cl-:1].[CH:2]1([C:8]2([CH2:28][N:29]3[C:33]([CH3:35])([CH3:34])[CH2:32][O:31][C:30]3=[O:36])[CH2:13][CH2:12][N:11]([C:14]([C@@H:16]3[C@H:20]([C:21]4[CH:26]=[CH:25][C:24]([F:27])=[CH:23][CH:22]=4)[CH2:19][NH2+:18][CH2:17]3)=[O:15])[CH2:10][CH2:9]2)[CH2:7][CH2:6][CH2:5][CH2:4][CH2:3]1.[CH3:37][C:38]([CH3:40])=O.C(O)(=O)C.C(O[BH-](OC(=O)C)OC(=O)C)(=O)C.[Na+]. Product: [Cl-:1].[CH:2]1([C:8]2([CH2:28][N:29]3[C:33]([CH3:34])([CH3:35])[CH2:32][O:31][C:30]3=[O:36])[CH2:9][CH2:10][N:11]([C:14]([C@H:16]3[C@H:20]([C:21]4[CH:22]=[CH:23][C:24]([F:27])=[CH:25][CH:26]=4)[CH2:19][NH+:18]([CH:38]([CH3:40])[CH3:37])[CH2:17]3)=[O:15])[CH2:12][CH2:13]2)[CH2:7][CH2:6][CH2:5][CH2:4][CH2:3]1. The catalyst class is: 2. (8) Reactant: ClC1C=CC=C(C(OO)=[O:9])C=1.[CH3:12][O:13][C:14]1[CH:44]=[CH:43][C:17]([O:18][C:19]2[CH:42]=[CH:41][C:22]([CH2:23][NH:24][C:25]([C:27]3([NH:30][C:31]([C:33]4[CH:34]=[N:35][C:36]([S:39][CH3:40])=[N:37][CH:38]=4)=[O:32])[CH2:29][CH2:28]3)=[O:26])=[CH:21][CH:20]=2)=[C:16]([C:45]([F:48])([F:47])[F:46])[CH:15]=1. Product: [CH3:12][O:13][C:14]1[CH:44]=[CH:43][C:17]([O:18][C:19]2[CH:20]=[CH:21][C:22]([CH2:23][NH:24][C:25]([C:27]3([NH:30][C:31]([C:33]4[CH:34]=[N:35][C:36]([S:39]([CH3:40])=[O:9])=[N:37][CH:38]=4)=[O:32])[CH2:28][CH2:29]3)=[O:26])=[CH:41][CH:42]=2)=[C:16]([C:45]([F:47])([F:48])[F:46])[CH:15]=1. The catalyst class is: 4. (9) Reactant: [N+:1]([C:4]1[C:5]([NH2:15])=[N:6][C:7]([C:10]2[O:11][CH:12]=[CH:13][N:14]=2)=[CH:8][CH:9]=1)([O-:3])=[O:2].[Br:16]N1C(=O)CCC1=O.O. Product: [Br:16][C:8]1[CH:9]=[C:4]([N+:1]([O-:3])=[O:2])[C:5]([NH2:15])=[N:6][C:7]=1[C:10]1[O:11][CH:12]=[CH:13][N:14]=1. The catalyst class is: 9.